This data is from Catalyst prediction with 721,799 reactions and 888 catalyst types from USPTO. The task is: Predict which catalyst facilitates the given reaction. (1) Reactant: C([O:5][C:6]1[CH:37]=[CH:36][C:9]([CH2:10][CH:11]2[NH:20][C:19](=[O:21])[NH:18][CH:17]([CH2:22][C:23]3[CH:28]=[CH:27][C:26]([O:29]C(C)(C)C)=[CH:25][CH:24]=3)[CH:16]3[CH:12]2[O:13]C(C)(C)[O:15]3)=[CH:8][CH:7]=1)(C)(C)C.C(O)(C(F)(F)F)=O. Product: [OH:13][CH:12]1[CH:16]([OH:15])[CH:17]([CH2:22][C:23]2[CH:24]=[CH:25][C:26]([OH:29])=[CH:27][CH:28]=2)[NH:18][C:19](=[O:21])[NH:20][CH:11]1[CH2:10][C:9]1[CH:8]=[CH:7][C:6]([OH:5])=[CH:37][CH:36]=1. The catalyst class is: 4. (2) Reactant: [N+]([C:4]1[CH:5]=[C:6]2[C:10](=[CH:11][CH:12]=1)[C:9](=[O:13])[N:8]([C:14]1[CH:19]=[CH:18][CH:17]=[CH:16][CH:15]=1)[C:7]2=[O:20])([O-])=O.[F:21][C:22]1[CH:27]=[CH:26][C:25]([O-:28])=[CH:24][CH:23]=1.[Na+].Cl. Product: [F:21][C:22]1[CH:27]=[CH:26][C:25]([O:28][C:11]2[CH:12]=[CH:4][CH:5]=[C:6]3[C:10]=2[C:9](=[O:13])[N:8]([C:14]2[CH:19]=[CH:18][CH:17]=[CH:16][CH:15]=2)[C:7]3=[O:20])=[CH:24][CH:23]=1. The catalyst class is: 3.